Predict the product of the given reaction. From a dataset of Forward reaction prediction with 1.9M reactions from USPTO patents (1976-2016). (1) Given the reactants [CH3:1][C:2]1[N:10]=[CH:9][CH:8]=[CH:7][C:3]=1[C:4]([OH:6])=O.C(N(C(C)C)CC)(C)C.[C:20]12([CH2:30][NH2:31])[CH2:29][CH:24]3[CH2:25][CH:26]([CH2:28][CH:22]([CH2:23]3)[CH2:21]1)[CH2:27]2.F[P-](F)(F)(F)(F)F.N1(O[P+](N(C)C)(N(C)C)N(C)C)C2C=CC=CC=2N=N1, predict the reaction product. The product is: [C:20]12([CH2:30][NH:31][C:4](=[O:6])[C:3]3[CH:7]=[CH:8][CH:9]=[N:10][C:2]=3[CH3:1])[CH2:27][CH:26]3[CH2:25][CH:24]([CH2:23][CH:22]([CH2:28]3)[CH2:21]1)[CH2:29]2. (2) Given the reactants Br[C:2]1[CH:3]=[C:4]2[CH:10]=[C:9]([CH3:11])[NH:8][C:5]2=[N:6][CH:7]=1.B1(B2OC(C)(C)C(C)(C)O2)OC(C)(C)C(C)(C)O1.ClCCl.C([O-])(=O)C.[K+].[C:38]([O:42][C@@H:43]([C:49]1[C:64]([CH3:65])=[CH:63][C:52]2[N:53]=[C:54]([C:56]3[CH:61]=[CH:60][N:59]=[C:58](Cl)[CH:57]=3)[S:55][C:51]=2[C:50]=1[C:66]1[CH:71]=[CH:70][C:69]([Cl:72])=[CH:68][CH:67]=1)[C:44]([O:46][CH2:47][CH3:48])=[O:45])([CH3:41])([CH3:40])[CH3:39].C([O-])([O-])=O.[K+].[K+], predict the reaction product. The product is: [C:38]([O:42][C@@H:43]([C:49]1[C:64]([CH3:65])=[CH:63][C:52]2[N:53]=[C:54]([C:56]3[CH:61]=[CH:60][N:59]=[C:58]([C:2]4[CH:3]=[C:4]5[CH:10]=[C:9]([CH3:11])[NH:8][C:5]5=[N:6][CH:7]=4)[CH:57]=3)[S:55][C:51]=2[C:50]=1[C:66]1[CH:67]=[CH:68][C:69]([Cl:72])=[CH:70][CH:71]=1)[C:44]([O:46][CH2:47][CH3:48])=[O:45])([CH3:39])([CH3:40])[CH3:41].